Dataset: Full USPTO retrosynthesis dataset with 1.9M reactions from patents (1976-2016). Task: Predict the reactants needed to synthesize the given product. (1) Given the product [Br:22][C:23]([CH3:28])([CH3:27])[C:24]([N:11]([CH:2]1[CH:3]2[CH2:9][CH:7]3[CH2:6][CH:5]([CH2:10][CH:1]1[CH2:8]3)[CH2:4]2)[NH:12][C:13]1[CH:18]=[CH:17][CH:16]=[CH:15][C:14]=1[N+:19]([O-:21])=[O:20])=[O:25], predict the reactants needed to synthesize it. The reactants are: [CH:1]12[CH2:10][CH:5]3[CH2:6][CH:7]([CH2:9][CH:3]([CH2:4]3)[CH:2]1[NH:11][NH:12][C:13]1[CH:18]=[CH:17][CH:16]=[CH:15][C:14]=1[N+:19]([O-:21])=[O:20])[CH2:8]2.[Br:22][C:23]([CH3:28])([CH3:27])[C:24](Br)=[O:25]. (2) Given the product [Cl:1][C:2]1[CH:3]=[C:4]([N:13]([CH:14]2[CH2:17][CH2:16][CH2:15]2)[CH3:18])[C:5]([CH3:12])=[C:6]([CH:11]=1)[C:7]([O:9][CH3:10])=[O:8], predict the reactants needed to synthesize it. The reactants are: [Cl:1][C:2]1[CH:3]=[C:4]([NH:13][CH:14]2[CH2:17][CH2:16][CH2:15]2)[C:5]([CH3:12])=[C:6]([CH:11]=1)[C:7]([O:9][CH3:10])=[O:8].[C:18](=O)([O-])[O-].[Cs+].[Cs+].CI. (3) Given the product [F:1][C:2]1[CH:3]=[CH:4][C:5]([C:8]2([CH2:21][O:22][CH2:23][C:24]3[C:29]4[N:30]([CH3:33])[N:31]=[N:32][C:28]=4[CH:27]=[C:26]([C:34]([F:37])([F:35])[F:36])[CH:25]=3)[CH2:13][CH2:12][N:11]([CH3:14])[CH2:10][CH2:9]2)=[CH:6][CH:7]=1, predict the reactants needed to synthesize it. The reactants are: [F:1][C:2]1[CH:7]=[CH:6][C:5]([C:8]2([CH2:21][O:22][CH2:23][C:24]3[C:29]4[N:30]([CH3:33])[N:31]=[N:32][C:28]=4[CH:27]=[C:26]([C:34]([F:37])([F:36])[F:35])[CH:25]=3)[CH2:13][CH2:12][N:11]([C:14](OC(C)(C)C)=O)[CH2:10][CH2:9]2)=[CH:4][CH:3]=1.C([BH3-])#N.[Na+].C=O.